From a dataset of Full USPTO retrosynthesis dataset with 1.9M reactions from patents (1976-2016). Predict the reactants needed to synthesize the given product. (1) Given the product [CH3:38][CH:37]([CH3:39])[CH2:36][C@H:32]([NH:31][C:29](=[O:30])[O:28][C:24]([CH3:27])([CH3:26])[CH3:25])[C:33](=[O:34])[NH:1][C:2]1[CH:3]=[CH:4][C:5]2[C:15]3[C:10](=[CH:11][N:12]=[CH:13][CH:14]=3)[C:9](=[O:16])[O:8][C:6]=2[CH:7]=1, predict the reactants needed to synthesize it. The reactants are: [NH2:1][C:2]1[CH:3]=[CH:4][C:5]2[C:15]3[C:10](=[CH:11][N:12]=[CH:13][CH:14]=3)[C:9](=[O:16])[O:8][C:6]=2[CH:7]=1.C(O)(C(F)(F)F)=O.[C:24]([O:28][C:29]([NH:31][C@@H:32]([CH2:36][CH:37]([CH3:39])[CH3:38])[C:33](O)=[O:34])=[O:30])([CH3:27])([CH3:26])[CH3:25].O.CCN(C(C)C)C(C)C.CN(C(ON1N=NC2C=CC=NC1=2)=[N+](C)C)C.F[P-](F)(F)(F)(F)F. (2) Given the product [N+:1]([C:4]1[CH:5]=[C:6]([C:7]2[N:12]=[N:13][NH:14][N:8]=2)[CH:9]=[CH:10][CH:11]=1)([O-:3])=[O:2], predict the reactants needed to synthesize it. The reactants are: [N+:1]([C:4]1[CH:5]=[C:6]([CH:9]=[CH:10][CH:11]=1)[C:7]#[N:8])([O-:3])=[O:2].[N-:12]=[N+:13]=[N-:14].[Na+].Cl. (3) Given the product [N:13]1[CH:14]=[CH:15][CH:16]=[C:11]([N:7]2[C:8]3[C:4](=[CH:3][C:2]([B:17]4[O:21][C:20]([CH3:23])([CH3:22])[C:19]([CH3:25])([CH3:24])[O:18]4)=[CH:10][CH:9]=3)[CH:5]=[CH:6]2)[CH:12]=1, predict the reactants needed to synthesize it. The reactants are: Br[C:2]1[CH:3]=[C:4]2[C:8](=[CH:9][CH:10]=1)[N:7]([C:11]1[CH:12]=[N:13][CH:14]=[CH:15][CH:16]=1)[CH:6]=[CH:5]2.[B:17]1([B:17]2[O:21][C:20]([CH3:23])([CH3:22])[C:19]([CH3:25])([CH3:24])[O:18]2)[O:21][C:20]([CH3:23])([CH3:22])[C:19]([CH3:25])([CH3:24])[O:18]1.C([O-])(=O)C.[K+].C(Cl)Cl. (4) Given the product [F:29][C:30]1[CH:58]=[C:57]([S:59]([CH3:62])(=[O:60])=[O:61])[C:56]([F:63])=[CH:55][C:31]=1[O:32][C@H:33]1[CH2:37][CH2:36][N:35]([CH:38]2[CH2:39][CH2:40][N:41]([C:44]3[O:53][C:47]([C:48]([F:51])([F:50])[F:49])=[N:46][CH:45]=3)[CH2:42][CH2:43]2)[C:34]1=[O:54], predict the reactants needed to synthesize it. The reactants are: C1C=CC(P(C2C=CC=CC=2)C2C=CC=CC=2)=CC=1.BrBr.C(N(CC)CC)C.[F:29][C:30]1[CH:58]=[C:57]([S:59]([CH3:62])(=[O:61])=[O:60])[C:56]([F:63])=[CH:55][C:31]=1[O:32][C@H:33]1[CH2:37][CH2:36][N:35]([CH:38]2[CH2:43][CH2:42][N:41]([C:44](=[O:53])[CH2:45][NH:46][C:47](=O)[C:48]([F:51])([F:50])[F:49])[CH2:40][CH2:39]2)[C:34]1=[O:54].